From a dataset of Forward reaction prediction with 1.9M reactions from USPTO patents (1976-2016). Predict the product of the given reaction. (1) Given the reactants [C:1]([C:5]1[N:10]=[CH:9][C:8]([C:11]2[N:12]([C:32]([N:34]3[CH2:39][C@@H:38]4[C@@H:36]([CH:37]4[C:40](O)=[O:41])[CH2:35]3)=[O:33])[C@@:13]([C:25]3[CH:30]=[CH:29][C:28]([Cl:31])=[CH:27][CH:26]=3)([CH3:24])[C@@:14]([C:17]3[CH:22]=[CH:21][C:20]([Cl:23])=[CH:19][CH:18]=3)([CH3:16])[N:15]=2)=[C:7]([O:43][CH2:44][CH3:45])[CH:6]=1)([CH3:4])([CH3:3])[CH3:2].[NH:46]1[CH2:50][CH2:49][CH:48]([OH:51])[CH2:47]1, predict the reaction product. The product is: [C:1]([C:5]1[N:10]=[CH:9][C:8]([C:11]2[N:12]([C:32]([N:34]3[CH2:35][C@@H:36]4[C@@H:38]([CH:37]4[C:40]([N:46]4[CH2:50][CH2:49][CH:48]([OH:51])[CH2:47]4)=[O:41])[CH2:39]3)=[O:33])[C@@:13]([C:25]3[CH:30]=[CH:29][C:28]([Cl:31])=[CH:27][CH:26]=3)([CH3:24])[C@@:14]([C:17]3[CH:22]=[CH:21][C:20]([Cl:23])=[CH:19][CH:18]=3)([CH3:16])[N:15]=2)=[C:7]([O:43][CH2:44][CH3:45])[CH:6]=1)([CH3:2])([CH3:3])[CH3:4]. (2) Given the reactants [K+].[Br-].[NH2:3][C@H:4]([C:24](=[O:26])[NH2:25])[CH2:5][CH2:6][C:7]([NH:9][C@H:10]([C:21]([OH:23])=[O:22])[CH2:11][C:12]1[C:20]2[C:15](=[CH:16][CH:17]=[CH:18][CH:19]=2)[NH:14][CH:13]=1)=[O:8], predict the reaction product. The product is: [NH4+:3].[NH2:3][C@H:4]([C:24](=[O:26])[NH2:25])[CH2:5][CH2:6][C:7]([NH:9][C@H:10]([C:21]([O-:23])=[O:22])[CH2:11][C:12]1[C:20]2[C:15](=[CH:16][CH:17]=[CH:18][CH:19]=2)[NH:14][CH:13]=1)=[O:8]. (3) Given the reactants [H-].[Na+].[CH:3]1([S:6]([NH2:9])(=[O:8])=[O:7])[CH2:5][CH2:4]1.[CH3:10][C:11]1([CH3:37])[C:20]2[C:15](=[C:16]([CH3:24])[CH:17]=[C:18]([C:21](O)=[O:22])[CH:19]=2)[NH:14][CH:13]([C:25]2[CH:30]=[CH:29][CH:28]=[C:27]([N:31]3[CH2:36][CH2:35][O:34][CH2:33][CH2:32]3)[CH:26]=2)[CH2:12]1.C(N1C=CN=C1)(N1C=CN=C1)=O, predict the reaction product. The product is: [CH3:10][C:11]1([CH3:37])[C:20]2[C:15](=[C:16]([CH3:24])[CH:17]=[C:18]([C:21]([NH:9][S:6]([CH:3]3[CH2:5][CH2:4]3)(=[O:8])=[O:7])=[O:22])[CH:19]=2)[NH:14][CH:13]([C:25]2[CH:30]=[CH:29][CH:28]=[C:27]([N:31]3[CH2:36][CH2:35][O:34][CH2:33][CH2:32]3)[CH:26]=2)[CH2:12]1.